This data is from Reaction yield outcomes from USPTO patents with 853,638 reactions. The task is: Predict the reaction yield, written as a fraction of the theoretical maximum amount of product (1.0 means a 100% yield; for example, 0.34 means a 34% yield). (1) The reactants are Br[C:2]1[C:7](=[O:8])[N:6]([CH2:9][C:10]2[CH:15]=[CH:14][C:13]([C:16]3[C:17]([C:22]#[N:23])=[CH:18][CH:19]=[CH:20][CH:21]=3)=[CH:12][CH:11]=2)[C:5]([CH2:24][CH2:25][CH2:26][CH3:27])=[N:4][C:3]=1[CH3:28].[O:29]1[C:33]2[CH:34]=[CH:35][C:36](B(O)O)=[CH:37][C:32]=2[CH2:31][CH2:30]1.C(=O)([O-])[O-].[Cs+].[Cs+]. The catalyst is O1CCOCC1.C(OCC)(=O)C.C1C=CC(P(C2C=CC=CC=2)[C-]2C=CC=C2)=CC=1.C1C=CC(P(C2C=CC=CC=2)[C-]2C=CC=C2)=CC=1.Cl[Pd]Cl.[Fe+2]. The product is [CH2:24]([C:5]1[N:6]([CH2:9][C:10]2[CH:15]=[CH:14][C:13]([C:16]3[C:17]([C:22]#[N:23])=[CH:18][CH:19]=[CH:20][CH:21]=3)=[CH:12][CH:11]=2)[C:7](=[O:8])[C:2]([C:36]2[CH:35]=[CH:34][C:33]3[O:29][CH2:30][CH2:31][C:32]=3[CH:37]=2)=[C:3]([CH3:28])[N:4]=1)[CH2:25][CH2:26][CH3:27]. The yield is 0.720. (2) The reactants are [C:1]([O-:4])(=[O:3])C.[O:5]=[C:6]1[C@@H:9]([NH3+:10])[CH2:8][NH:7]1.CCN(C(C)C)C(C)C.[CH2:20]([O:23][C:24]1[CH:29]=[CH:28][C:27]([C:30]2C=CN(C([O-])=O)C(=O)C=2C)=[CH:26][CH:25]=1)[CH2:21][CH3:22]. The catalyst is C(Cl)Cl. The product is [O:5]=[C:6]1[C@@H:9]([NH:10][C:1](=[O:3])[O:4][CH2:30][C:27]2[CH:28]=[CH:29][C:24]([O:23][CH2:20][CH2:21][CH3:22])=[CH:25][CH:26]=2)[CH2:8][NH:7]1. The yield is 0.780. (3) The product is [F:73][C:15]1([F:14])[C@H:19]([O:20][C:21]([C:36]2[CH:37]=[CH:38][CH:39]=[CH:40][CH:41]=2)([C:30]2[CH:31]=[CH:32][CH:33]=[CH:34][CH:35]=2)[C:22]2[CH:23]=[CH:24][C:25]([O:28][CH3:29])=[CH:26][CH:27]=2)[C@@H:18]([CH:42]=[O:43])[O:17][C@H:16]1[N:44]1[CH:72]=[CH:71][C:48]([NH:49][C:50]([C:59]2[CH:60]=[CH:61][CH:62]=[CH:63][CH:64]=2)([C:65]2[CH:66]=[CH:67][CH:68]=[CH:69][CH:70]=2)[C:51]2[CH:56]=[CH:55][C:54]([O:57][CH3:58])=[CH:53][CH:52]=2)=[N:47][C:45]1=[O:46]. The yield is 0.880. The catalyst is CS(C)=O.O. The reactants are N1C=CC=CC=1.C(O)(C(F)(F)F)=O.[F:14][C:15]1([F:73])[C@H:19]([O:20][C:21]([C:36]2[CH:41]=[CH:40][CH:39]=[CH:38][CH:37]=2)([C:30]2[CH:35]=[CH:34][CH:33]=[CH:32][CH:31]=2)[C:22]2[CH:27]=[CH:26][C:25]([O:28][CH3:29])=[CH:24][CH:23]=2)[C@@H:18]([CH2:42][OH:43])[O:17][C@H:16]1[N:44]1[CH:72]=[CH:71][C:48]([NH:49][C:50]([C:65]2[CH:70]=[CH:69][CH:68]=[CH:67][CH:66]=2)([C:59]2[CH:64]=[CH:63][CH:62]=[CH:61][CH:60]=2)[C:51]2[CH:56]=[CH:55][C:54]([O:57][CH3:58])=[CH:53][CH:52]=2)=[N:47][C:45]1=[O:46].C1CCC(N=C=NC2CCCCC2)CC1. (4) The catalyst is C1(C)C=CC=CC=1. The yield is 0.190. The product is [F:1][C:2]1[CH:3]=[CH:4][C:5]([CH2:6][N:7]([CH2:16][CH2:17][CH2:18][C:19]2[CH:24]=[CH:23][CH:22]=[CH:21][CH:20]=2)[C:8](=[O:10])[CH3:9])=[CH:11][CH:12]=1. The reactants are [F:1][C:2]1[CH:12]=[CH:11][C:5]([CH2:6][NH:7][C:8](=[O:10])[CH3:9])=[CH:4][CH:3]=1.[H-].[Na+].Br[CH2:16][CH2:17][CH2:18][C:19]1[CH:24]=[CH:23][CH:22]=[CH:21][CH:20]=1. (5) The reactants are [N:1]1([C:7]([O:9][C:10]([CH3:13])([CH3:12])[CH3:11])=[O:8])[CH2:6][CH2:5][NH:4][CH2:3][CH2:2]1.Cl[C:15]1[N:20]=[C:19](CC)[CH:18]=[CH:17][N:16]=1.[CH2:23](N(CC)CC)[CH3:24]. The catalyst is C(O)C. The product is [CH2:23]([C:18]1[CH:19]=[N:20][C:15]([N:4]2[CH2:5][CH2:6][N:1]([C:7]([O:9][C:10]([CH3:13])([CH3:12])[CH3:11])=[O:8])[CH2:2][CH2:3]2)=[N:16][CH:17]=1)[CH3:24]. The yield is 0.900.